Dataset: Forward reaction prediction with 1.9M reactions from USPTO patents (1976-2016). Task: Predict the product of the given reaction. (1) Given the reactants [CH2:1]([NH:8][CH2:9][CH2:10][NH2:11])[C:2]1[CH:7]=[CH:6][CH:5]=[CH:4][CH:3]=1.[C:12](N1C=CN=C1)(N1C=CN=C1)=[O:13], predict the reaction product. The product is: [CH2:1]([N:8]1[CH2:9][CH2:10][NH:11][C:12]1=[O:13])[C:2]1[CH:7]=[CH:6][CH:5]=[CH:4][CH:3]=1. (2) Given the reactants [Br:1][C:2]1[N:6]2[N:7]=[C:8](F)[CH:9]=[CH:10][C:5]2=[N:4][CH:3]=1.[NH2:12][CH2:13][C@H:14]1[N:18]([CH2:19][CH2:20][CH:21]([CH3:23])[CH3:22])[C:17](=[O:24])[CH2:16][CH2:15]1, predict the reaction product. The product is: [Br:1][C:2]1[N:6]2[N:7]=[C:8]([NH:12][CH2:13][C@H:14]3[N:18]([CH2:19][CH2:20][CH:21]([CH3:22])[CH3:23])[C:17](=[O:24])[CH2:16][CH2:15]3)[CH:9]=[CH:10][C:5]2=[N:4][CH:3]=1. (3) Given the reactants [CH3:1][C:2]([Si:5]([CH3:22])([CH3:21])[O:6][C@@H:7]1[CH2:11][N:10]([C:12]([O:14][C:15]([CH3:18])([CH3:17])[CH3:16])=[O:13])[C@@H:9]([CH2:19][OH:20])[CH2:8]1)([CH3:4])[CH3:3].C(N(CC)CC)C.[CH3:30][S:31](Cl)(=[O:33])=[O:32], predict the reaction product. The product is: [CH3:4][C:2]([Si:5]([CH3:22])([CH3:21])[O:6][C@@H:7]1[CH2:11][N:10]([C:12]([O:14][C:15]([CH3:16])([CH3:18])[CH3:17])=[O:13])[C@@H:9]([CH2:19][O:20][S:31]([CH3:30])(=[O:33])=[O:32])[CH2:8]1)([CH3:1])[CH3:3]. (4) Given the reactants [O:1]=[C:2]1[CH:7]=[CH:6][N:5]([C:8]2[CH:13]=[CH:12][CH:11]=[C:10]([C:14]([F:17])([F:16])[F:15])[CH:9]=2)[N:4]=[C:3]1[C:18]([OH:20])=O.C1N=CN(C(N2C=NC=C2)=O)C=1.Cl.[CH3:34][O:35][NH:36][CH3:37].CCN(C(C)C)C(C)C, predict the reaction product. The product is: [CH3:34][O:35][N:36]([CH3:37])[C:18]([C:3]1[C:2](=[O:1])[CH:7]=[CH:6][N:5]([C:8]2[CH:13]=[CH:12][CH:11]=[C:10]([C:14]([F:15])([F:16])[F:17])[CH:9]=2)[N:4]=1)=[O:20]. (5) Given the reactants [Cl:1][C:2]1[CH:3]=[CH:4][C:5]([O:15]C)=[C:6]([C:8]2[C:13](N)=[CH:12][CH:11]=[CH:10][N:9]=2)[CH:7]=1.C1COCC1.[H+].[B-](F)(F)(F)F.N([O-])=O.[Na+], predict the reaction product. The product is: [Cl:1][C:2]1[CH:3]=[CH:4][C:5]2[O:15][C:13]3[C:8](=[N:9][CH:10]=[CH:11][CH:12]=3)[C:6]=2[CH:7]=1.